Binary Classification. Given a drug SMILES string, predict its activity (active/inactive) in a high-throughput screening assay against a specified biological target. From a dataset of M1 muscarinic receptor antagonist screen with 61,756 compounds. The molecule is s1c(N2C(N3C(CCC3)C2=O)c2ccccc2)ncc1. The result is 0 (inactive).